This data is from Reaction yield outcomes from USPTO patents with 853,638 reactions. The task is: Predict the reaction yield, written as a fraction of the theoretical maximum amount of product (1.0 means a 100% yield; for example, 0.34 means a 34% yield). (1) The product is [CH2:44]([O:46][C:47](=[O:55])[CH2:48][C:49]1[N:50]=[C:51]([NH:54][C:8](=[O:10])[CH:7]([C:11]2[CH:16]=[CH:15][C:14]([N+:17]([O-:19])=[O:18])=[CH:13][CH:12]=2)[CH2:6][CH:1]2[CH2:2][CH2:3][CH2:4][CH2:5]2)[S:52][CH:53]=1)[CH3:45]. The yield is 0.394. The reactants are [CH:1]1([CH2:6][CH:7]([C:11]2[CH:16]=[CH:15][C:14]([N+:17]([O-:19])=[O:18])=[CH:13][CH:12]=2)[C:8]([OH:10])=O)[CH2:5][CH2:4][CH2:3][CH2:2]1.CN(C(ON1N=NC2C1=CC=CC=2)=[N+](C)C)C.F[P-](F)(F)(F)(F)F.[CH2:44]([O:46][C:47](=[O:55])[CH2:48][C:49]1[N:50]=[C:51]([NH2:54])[S:52][CH:53]=1)[CH3:45].C(N(CC)C(C)C)(C)C.Cl. The catalyst is CN(C)C=O. (2) The reactants are [F:1][C:2]1[CH:3]=[CH:4][C:5]2[N:9]=[C:8]([C@@H:10]([NH2:12])[CH3:11])[N:7]([CH:13]([CH3:15])[CH3:14])[C:6]=2[CH:16]=1.Cl[C:18]1[N:26]=[CH:25][N:24]=[C:23]2[C:19]=1[N:20]=[CH:21][N:22]2C1CCCCO1.CCN(C(C)C)C(C)C. The catalyst is C(O)CCC. The product is [F:1][C:2]1[CH:3]=[CH:4][C:5]2[N:9]=[C:8]([CH:10]([NH:12][C:18]3[N:26]=[CH:25][N:24]=[C:23]4[C:19]=3[N:20]=[CH:21][NH:22]4)[CH3:11])[N:7]([CH:13]([CH3:15])[CH3:14])[C:6]=2[CH:16]=1. The yield is 0.270. (3) The reactants are Br[C:2]1[CH:3]=[C:4]2[C:10]([C:11]3[CH:16]=[CH:15][CH:14]=[CH:13][C:12]=3[O:17][CH3:18])=[N:9][N:8]([CH2:19][O:20][CH2:21][CH2:22][O:23][CH3:24])[C:5]2=[N:6][CH:7]=1.[CH3:25][O:26][C:27]([C:29]1[CH:30]=[C:31](B(O)O)[CH:32]=[CH:33][CH:34]=1)=[O:28].C(=O)([O-])[O-].[Na+].[Na+].C(OCC)(=O)C. The catalyst is C(#N)C.O. The product is [CH3:25][O:26][C:27](=[O:28])[C:29]1[CH:30]=[CH:31][CH:32]=[C:33]([C:2]2[CH:3]=[C:4]3[C:10]([C:11]4[CH:16]=[CH:15][CH:14]=[CH:13][C:12]=4[O:17][CH3:18])=[N:9][N:8]([CH2:19][O:20][CH2:21][CH2:22][O:23][CH3:24])[C:5]3=[N:6][CH:7]=2)[CH:34]=1. The yield is 1.00. (4) The reactants are [O:1]=[C:2]1[C:11]2[C:6](=[CH:7][CH:8]=[CH:9][C:10]=2[C:12]([F:15])([F:14])[F:13])[NH:5][CH:4]=[C:3]1[C:16]([O:18]CC)=[O:17].[OH-].[Na+]. The catalyst is [Pd]. The product is [O:1]=[C:2]1[C:11]2[C:6](=[CH:7][CH:8]=[CH:9][C:10]=2[C:12]([F:15])([F:13])[F:14])[NH:5][CH:4]=[C:3]1[C:16]([OH:18])=[O:17]. The yield is 0.920. (5) The reactants are [CH3:1][O:2][C:3](=[O:24])[C@@H:4]([NH:13][C:14](=[O:23])[C:15]1[CH:20]=[C:19]([Cl:21])[CH:18]=[CH:17][C:16]=1[NH2:22])[CH2:5][C:6]1[CH:11]=[CH:10][C:9]([Br:12])=[CH:8][CH:7]=1.[CH:25]1[C:34]2[C:29](=[CH:30][CH:31]=[CH:32][CH:33]=2)[CH:28]=[CH:27][C:26]=1[CH:35]=O.C(O[BH-](OC(=O)C)OC(=O)C)(=O)C.[Na+]. No catalyst specified. The product is [CH3:1][O:2][C:3](=[O:24])[CH:4]([NH:13][C:14](=[O:23])[C:15]1[CH:20]=[C:19]([Cl:21])[CH:18]=[CH:17][C:16]=1[NH:22][CH2:35][C:26]1[CH:27]=[CH:28][C:29]2[C:34](=[CH:33][CH:32]=[CH:31][CH:30]=2)[CH:25]=1)[CH2:5][C:6]1[CH:7]=[CH:8][C:9]([Br:12])=[CH:10][CH:11]=1. The yield is 0.800.